Dataset: Experimentally validated miRNA-target interactions with 360,000+ pairs, plus equal number of negative samples. Task: Binary Classification. Given a miRNA mature sequence and a target amino acid sequence, predict their likelihood of interaction. (1) The miRNA is hsa-let-7a-5p with sequence UGAGGUAGUAGGUUGUAUAGUU. The protein sequence of the target gene is MKIAVLFCFFLLIIFQTDFGKNEEIPRKQRRKIYHRRLRKSSTSHKHRSNRQLGIQQTTVFTPVARLPIVNFDYSMEEKFESFSSFPGVESSYNVLPGKKGHCLVKGITMYNKAVWSPEPCTTCLCSDGRVLCDETMCHPQRCPQTVIPEGECCPVCSATVSYSLLSGIALNDRNEFSGDSSEQREPTNLLHKQLPPPQVGMDRIVRKEALQSEEDEEVKEEDTEQKRETPESRNQGQLYSEGDSRGGDRKQRPGEERRLAHQQQRQGREEEEDEEEEGEEGEEDEEDEEDPVRGDMFRM.... Result: 0 (no interaction). (2) The miRNA is dme-miR-303-5p with sequence UUUAGGUUUCACAGGAAACUGGU. The protein sequence of the target gene is MNKMALASFMKGRTVIGTPDEETMDIELPKKYHEMVGVIFSDTFSYRLKFNWGYRIPVIKEHSEYTEHCWAMHGEIFCYLAKYWLKGFVAFQAAINAAIIEVTTNHSVMEELTSVIGINMKIPPFISKGEIMNEWFHFTCLVSFSSFIYFASLNVARERGKFKKLMTVMGLRESAFWLSWGLTYICFIFIMSIFMALVITSIPIVFHTGFMVIFTLYSLYGLSLIALAFLMSVLIRKPMLAGLAGFLFTVFWGCLGFTVLYRQLPLSLGWVLSLLSPFAFTAGMAQITHLDNYLSGVIFP.... Result: 0 (no interaction). (3) The miRNA is hsa-miR-519e-5p with sequence UUCUCCAAAAGGGAGCACUUUC. The protein sequence of the target gene is MGLEDEQKMLTESGDPEEEEEEEEELVDPLTTVREQCEQLEKCVKARERLELCDERVSSRSHTEEDCTEELFDFLHARDHCVAHKLFNNLK. Result: 0 (no interaction). (4) The miRNA is mmu-miR-146b-5p with sequence UGAGAACUGAAUUCCAUAGGCU. The protein sequence of the target gene is MALLVRVLRNQTSISQWVPVCSRLIPVSPTQGQGDRALSRTSQWPQMSQSRACGGSEQIPGIDIQLNRKYHTTRKLSTTKDSPQPVEEKVGAFTKIIEAMGFTGPLKYSKWKIKIAALRMYTSCVEKTDFEEFFLRCQMPDTFNSWFLITLLHVWMCLVRMKQEGRSGKYMCRIIVHFMWEDVQQRGRVMGVNPYILKKNMILMTNHFYAAILGYDEGILSDDHGLAAALWRTFFNRKCEDPRHLELLVEYVRKQIQYLDSMNGEDLLLTGEVSWRPLVEKNPQSILKPHSPTYNDEGL. Result: 0 (no interaction). (5) The protein sequence of the target gene is MGRIFLDHIGGTRLFSCANCDTILTNRSELISTRFTGATGRAFLFNKVVNLQYSEVQDRVMLTGRHMVRDVSCKNCNSKLGWIYEFATEDSQRYKEGRVILERALVRESEGFEEHVPSDNS. Result: 0 (no interaction). The miRNA is hsa-miR-4694-5p with sequence AGGUGUUAUCCUAUCCAUUUGC. (6) Result: 0 (no interaction). The protein sequence of the target gene is MDGAVMEGPLFLQSQRFGTKRWRKTWAVLYPASPHGVARLEFFDHKGSSSGGGRGSSRRLDCKVIRLAECVSVAPVTVETPPEPGATAFRLDTAQRSHLLAADAPSSAAWVQTLCRNAFPKGSWTLAPTDNPPKLSALEMLENSLYSPTWEGSQFWVTVQRTEAAERCGLHGSYVLRVEAERLTLLTVGAQSQILEPLLSWPYTLLRRYGRDKVMFSFEAGRRCPSGPGTFTFQTAQGNDIFQAVETAIHRQKAQGKAGQGHDVLRADSHEGEVAEGKLPSPPGPQELLDSPPALYAEPL.... The miRNA is hsa-miR-8052 with sequence CGGGACUGUAGAGGGCAUGAGC. (7) The miRNA is hsa-miR-4661-5p with sequence AACUAGCUCUGUGGAUCCUGAC. The protein sequence of the target gene is MHSSNPKVRSSPSGNTQSSPKSKQEVMVRPPTVMSPSGNPQLDSKFSNQGKQGGSASQSQPSPCDSKSGGHTPKALPGPGGSMGLKNGAGNGAKGKGKRERSISADSFDQRDPGTPNDDSDIKECNSADHIKSQDSQHTPHSMTPSNATAPRSSTPSHGQTTATEPTPAQKTPAKVVYVFSTEMANKAAEAVLKGQVETIVSFHIQNISNNKTERSTAPLNTQISALRNDPKPLPQQPPAPANQDQNSSQNTRLQPTPPIPAPAPKPAAPPRPLDRESPGVENKLIPSVGSPASSTPLPP.... Result: 0 (no interaction).